From a dataset of Full USPTO retrosynthesis dataset with 1.9M reactions from patents (1976-2016). Predict the reactants needed to synthesize the given product. Given the product [CH3:1][O:2][CH:3]1[C:8](=[O:11])[CH2:7][CH2:6][N:5]([C:13]([O:15][CH2:20][CH3:21])=[O:14])[CH2:4]1, predict the reactants needed to synthesize it. The reactants are: [CH3:1][O:2][CH:3]1[C:8]([O:11]C)(OC)[CH2:7][CH2:6][N:5]([C:13]([O-:15])=[O:14])[CH2:4]1.CO.Cl.O1CCO[CH2:21][CH2:20]1.